From a dataset of Catalyst prediction with 721,799 reactions and 888 catalyst types from USPTO. Predict which catalyst facilitates the given reaction. (1) Reactant: C([Si](C(C)C)(C(C)C)[N:5]1[C:13]2[C:8](=[CH:9][C:10]([N:14]3[CH2:19][CH2:18][N:17](C(OC(C)(C)C)=O)[CH2:16][CH2:15]3)=[CH:11][CH:12]=2)[CH:7]=[CH:6]1)(C)C. Product: [N:14]1([C:10]2[CH:9]=[C:8]3[C:13](=[CH:12][CH:11]=2)[NH:5][CH:6]=[CH:7]3)[CH2:19][CH2:18][NH:17][CH2:16][CH2:15]1. The catalyst class is: 157. (2) Reactant: [Br:1][C:2]1[CH:7]=[CH:6][C:5](C(=O)C)=[C:4]([O:11][CH2:12][C@@H:13]2[CH2:15][O:14]2)[CH:3]=1.C(=O)(O)[O-].[Na+].C1C=C(Cl)C=[C:23]([C:28]([O:30]O)=[O:29])C=1. Product: [C:28]([O:30][C:5]1[CH:6]=[CH:7][C:2]([Br:1])=[CH:3][C:4]=1[O:11][CH2:12][C@@H:13]1[CH2:15][O:14]1)(=[O:29])[CH3:23]. The catalyst class is: 2. (3) Product: [Cl:1][C:2]1[N:7]=[CH:6][C:5]([S:8][C:9]2[N:13]([C:14]3[CH:19]=[C:18]([F:20])[CH:17]=[CH:16][C:15]=3[F:21])[N:12]=[C:11]([C:22]([NH:28][CH3:27])=[O:23])[CH:10]=2)=[CH:4][CH:3]=1. The catalyst class is: 5. Reactant: [Cl:1][C:2]1[N:7]=[CH:6][C:5]([S:8][C:9]2[N:13]([C:14]3[CH:19]=[C:18]([F:20])[CH:17]=[CH:16][C:15]=3[F:21])[N:12]=[C:11]([C:22](OCC)=[O:23])[CH:10]=2)=[CH:4][CH:3]=1.[CH3:27][NH2:28].CO. (4) Product: [F:21][C:22]1[CH:23]=[C:24]([CH2:30][NH:20][C:4]2[C:3]([O:2][CH3:1])=[CH:8][C:7]([CH2:9][C:10]3[C:18]4[C:13](=[N:14][CH:15]=[C:16]([CH3:19])[CH:17]=4)[NH:12][CH:11]=3)=[CH:6][N:5]=2)[C:25]([O:28][CH3:29])=[N:26][CH:27]=1. Reactant: [CH3:1][O:2][C:3]1[C:4]([NH2:20])=[N:5][CH:6]=[C:7]([CH2:9][C:10]2[C:18]3[C:13](=[N:14][CH:15]=[C:16]([CH3:19])[CH:17]=3)[NH:12][CH:11]=2)[CH:8]=1.[F:21][C:22]1[CH:23]=[C:24]([CH:30]=O)[C:25]([O:28][CH3:29])=[N:26][CH:27]=1.C([SiH](CC)CC)C.FC(F)(F)C(O)=O. The catalyst class is: 10. (5) Reactant: [OH-].[K+].[C:3]1([OH:9])[CH:8]=[CH:7][CH:6]=[CH:5][CH:4]=1.F[C:11]1[CH:12]=[CH:13][C:14]([N+:18]([O-:20])=[O:19])=[C:15]([CH3:17])[CH:16]=1. Product: [N+:18]([C:14]1[CH:13]=[CH:12][C:11]([O:9][C:3]2[CH:8]=[CH:7][CH:6]=[CH:5][CH:4]=2)=[CH:16][C:15]=1[CH3:17])([O-:20])=[O:19]. The catalyst class is: 74. (6) Reactant: [CH:1]([C:4]1[CH:9]=[CH:8][C:7]([CH:10]2[C:14]3[C:15]([CH3:22])=[C:16]([NH2:21])[C:17]([CH3:20])=[C:18]([CH3:19])[C:13]=3[O:12][C:11]2([CH3:24])[CH3:23])=[CH:6][CH:5]=1)([CH3:3])[CH3:2].[CH3:25][O:26][C:27]1[CH:35]=[CH:34][C:30]([C:31](Cl)=[O:32])=[CH:29][CH:28]=1. Product: [CH:1]([C:4]1[CH:9]=[CH:8][C:7]([CH:10]2[C:14]3[C:15]([CH3:22])=[C:16]([NH:21][C:31](=[O:32])[C:30]4[CH:34]=[CH:35][C:27]([O:26][CH3:25])=[CH:28][CH:29]=4)[C:17]([CH3:20])=[C:18]([CH3:19])[C:13]=3[O:12][C:11]2([CH3:24])[CH3:23])=[CH:6][CH:5]=1)([CH3:3])[CH3:2]. The catalyst class is: 175. (7) Reactant: [N+:1]([C:4]1[CH:5]=[C:6]2[C:11](=[CH:12][CH:13]=1)[NH:10][C:9](=[O:14])[CH2:8][CH2:7]2)([O-:3])=[O:2].Cl.Cl[CH2:17][CH2:18][N:19]([CH3:21])[CH3:20].C(=O)([O-])[O-].[K+].[K+].O. Product: [CH3:20][N:19]([CH3:21])[CH2:18][CH2:17][N:10]1[C:11]2[C:6](=[CH:5][C:4]([N+:1]([O-:3])=[O:2])=[CH:13][CH:12]=2)[CH2:7][CH2:8][C:9]1=[O:14]. The catalyst class is: 3. (8) Reactant: [C:1]([C:4]1[CH:5]=[C:6]([F:30])[C:7]([NH:12][C@H:13]2[CH2:18][CH2:17][C@H:16]([NH:19]C(=O)OCC3C=CC=CC=3)[CH2:15][CH2:14]2)=[N:8][C:9]=1[O:10][CH3:11])(=[O:3])[NH2:2]. Product: [NH2:19][C@H:16]1[CH2:17][CH2:18][C@H:13]([NH:12][C:7]2[C:6]([F:30])=[CH:5][C:4]([C:1]([NH2:2])=[O:3])=[C:9]([O:10][CH3:11])[N:8]=2)[CH2:14][CH2:15]1. The catalyst class is: 407. (9) Reactant: Cl[CH:2]([CH2:12][S:13]([F:18])([F:17])([F:16])([F:15])[F:14])[CH2:3][CH2:4][CH2:5][CH2:6][CH2:7][S:8]([OH:11])(=[O:10])=[O:9].[OH-].[Na+:20]. Product: [F:18][S:13]([F:14])([F:15])([F:16])([F:17])[CH:12]=[CH:2][CH2:3][CH2:4][CH2:5][CH2:6][CH2:7][S:8]([O-:11])(=[O:9])=[O:10].[Na+:20]. The catalyst class is: 7.